From a dataset of Full USPTO retrosynthesis dataset with 1.9M reactions from patents (1976-2016). Predict the reactants needed to synthesize the given product. (1) The reactants are: [C:1]([O:5][C:6]([N:8]1[CH2:13][CH2:12][C:11]2[N:14]([CH3:24])[C:15]([C:17]3[CH:22]=[CH:21][N:20]=[C:19]([NH2:23])[N:18]=3)=[CH:16][C:10]=2[C:9]1=[O:25])=[O:7])([CH3:4])([CH3:3])[CH3:2].[CH3:26][C:27](OC(C)=O)=[O:28]. Given the product [C:1]([O:5][C:6]([N:8]1[CH2:13][CH2:12][C:11]2[N:14]([CH3:24])[C:15]([C:17]3[CH:22]=[CH:21][N:20]=[C:19]([NH:23][C:27](=[O:28])[CH3:26])[N:18]=3)=[CH:16][C:10]=2[C:9]1=[O:25])=[O:7])([CH3:4])([CH3:3])[CH3:2], predict the reactants needed to synthesize it. (2) Given the product [NH2:1][C:2]1[O:3][C:4]2[CH:10]=[CH:9][C:8]([CH:11]3[CH2:16][CH2:15][N:14]([C:17]([O:19][C:20]([CH3:23])([CH3:22])[CH3:21])=[O:18])[CH2:13][CH2:12]3)=[CH:7][C:5]=2[N:6]=1, predict the reactants needed to synthesize it. The reactants are: [NH2:1][C:2]1[O:3][C:4]2[CH:10]=[CH:9][C:8]([C:11]3[CH2:16][CH2:15][N:14]([C:17]([O:19][C:20]([CH3:23])([CH3:22])[CH3:21])=[O:18])[CH2:13][CH:12]=3)=[CH:7][C:5]=2[N:6]=1. (3) The reactants are: [C:1]([O:4][C@@H:5]1[C@@H:18]([O:19][C:20](=[O:22])[CH3:21])[C@H:17]([O:23][C:24](=[O:26])[CH3:25])[CH2:16][S:15][C@H:6]1[O:7][C:8]1[CH:9]=[N:10][CH:11]=[C:12](Br)[CH:13]=1)(=[O:3])[CH3:2].[CH3:27][O:28][C:29]1[N:34]=[CH:33][C:32](B(O)O)=[CH:31][N:30]=1. Given the product [C:1]([O:4][C@@H:5]1[C@@H:18]([O:19][C:20](=[O:22])[CH3:21])[C@H:17]([O:23][C:24](=[O:26])[CH3:25])[CH2:16][S:15][C@H:6]1[O:7][C:8]1[CH:9]=[N:10][CH:11]=[C:12]([C:32]2[CH:31]=[N:30][C:29]([O:28][CH3:27])=[N:34][CH:33]=2)[CH:13]=1)(=[O:3])[CH3:2], predict the reactants needed to synthesize it. (4) Given the product [CH3:80][N:78]([CH3:79])[CH:75]1[CH2:76][CH2:77][N:73]([C:70]2[N:71]=[CH:72][C:67]([C:57]3[C:56]([CH3:81])=[C:55]([NH:47][C:46]4[C:41]([N:38]5[CH2:39][CH2:40][O:35][CH2:36][CH2:37]5)=[N:42][CH:43]=[C:44]([N:48]5[CH2:49][CH2:50][O:51][CH2:52][CH2:53]5)[CH:45]=4)[C:64]4[C:59](=[CH:60][C:61]([F:66])=[CH:62][C:63]=4[F:65])[N:58]=3)=[CH:68][CH:69]=2)[CH2:74]1, predict the reactants needed to synthesize it. The reactants are: C1(P(C2CCCCC2)C2C=CC=CC=2C2C(C(C)C)=CC(C(C)C)=CC=2C(C)C)CCCCC1.[O:35]1[CH2:40][CH2:39][N:38]([C:41]2[C:46]([NH2:47])=[CH:45][C:44]([N:48]3[CH2:53][CH2:52][O:51][CH2:50][CH2:49]3)=[CH:43][N:42]=2)[CH2:37][CH2:36]1.Cl[C:55]1[C:64]2[C:59](=[CH:60][C:61]([F:66])=[CH:62][C:63]=2[F:65])[N:58]=[C:57]([C:67]2[CH:68]=[CH:69][C:70]([N:73]3[CH2:77][CH2:76][CH:75]([N:78]([CH3:80])[CH3:79])[CH2:74]3)=[N:71][CH:72]=2)[C:56]=1[CH3:81].CC(C)([O-])C.[Na+]. (5) Given the product [CH2:24]([N:13]([CH:11]([C:8]1[CH:9]=[N:10][C:5]([O:4][CH2:3][C:2]([F:1])([F:21])[F:22])=[CH:6][CH:7]=1)[CH3:12])[C:14](=[O:20])[O:15][C:16]([CH3:17])([CH3:18])[CH3:19])[CH3:25], predict the reactants needed to synthesize it. The reactants are: [F:1][C:2]([F:22])([F:21])[CH2:3][O:4][C:5]1[N:10]=[CH:9][C:8]([CH:11]([NH:13][C:14](=[O:20])[O:15][C:16]([CH3:19])([CH3:18])[CH3:17])[CH3:12])=[CH:7][CH:6]=1.I[CH2:24][CH3:25]. (6) Given the product [Br:24][C:25]1[CH:30]=[CH:29][C:28]([S:31]([N:13]2[CH2:12][CH2:11][C:9]3([O:8][CH2:7][C:6](=[O:16])[N:5]([CH:2]4[CH2:4][CH2:3]4)[CH2:10]3)[CH2:15][CH2:14]2)(=[O:32])=[O:33])=[C:27]([F:35])[CH:26]=1, predict the reactants needed to synthesize it. The reactants are: Cl.[CH:2]1([N:5]2[CH2:10][C:9]3([CH2:15][CH2:14][NH:13][CH2:12][CH2:11]3)[O:8][CH2:7][C:6]2=[O:16])[CH2:4][CH2:3]1.C(N(CC)CC)C.[Br:24][C:25]1[CH:30]=[CH:29][C:28]([S:31](Cl)(=[O:33])=[O:32])=[C:27]([F:35])[CH:26]=1. (7) Given the product [CH3:7][C:8]1([CH2:21][CH2:22][O:23][CH2:25][C:26]([O:28][CH3:29])=[O:27])[CH2:17][CH2:16][C:15]2[C:10](=[C:11]([CH3:20])[C:12]([CH3:19])=[CH:13][C:14]=2[CH3:18])[O:9]1, predict the reactants needed to synthesize it. The reactants are: CC(C)([O-])C.[K+].[CH3:7][C:8]1([CH2:21][CH2:22][OH:23])[CH2:17][CH2:16][C:15]2[C:10](=[C:11]([CH3:20])[C:12]([CH3:19])=[CH:13][C:14]=2[CH3:18])[O:9]1.Br[CH2:25][C:26]([O:28][CH2:29]C)=[O:27].[OH-].[Na+].Cl. (8) Given the product [O:1]1[C:10]2[C:5](=[CH:6][CH:7]=[CH:8][C:9]=2[N:11]2[CH2:12][CH2:13][N:14]([CH2:17][CH2:18][CH2:19][CH2:20][O:21][C:22]3[CH:23]=[CH:24][C:25]4[CH2:30][NH:29][C:28](=[O:31])[NH:27][C:26]=4[N:32]=3)[CH2:15][CH2:16]2)[CH2:4][CH2:3][CH2:2]1, predict the reactants needed to synthesize it. The reactants are: [O:1]1[C:10]2[C:5](=[CH:6][CH:7]=[CH:8][C:9]=2[N:11]2[CH2:16][CH2:15][N:14]([CH2:17][CH2:18][CH2:19][CH2:20][O:21][C:22]3[CH:23]=[CH:24][C:25]4[CH:30]=[N:29][C:28](=[O:31])[NH:27][C:26]=4[N:32]=3)[CH2:13][CH2:12]2)[CH2:4][CH2:3][CH2:2]1.[BH4-].[Na+].Cl.CCOCC.